From a dataset of Forward reaction prediction with 1.9M reactions from USPTO patents (1976-2016). Predict the product of the given reaction. (1) Given the reactants [Br:1][C:2]1[CH:9]=[CH:8][C:7]([CH:10]=[O:11])=[CH:6][C:3]=1[C:4]#[N:5].[CH3:12][Mg]I, predict the reaction product. The product is: [Br:1][C:2]1[CH:9]=[CH:8][C:7]([CH:10]([OH:11])[CH3:12])=[CH:6][C:3]=1[C:4]#[N:5]. (2) Given the reactants [C:1]([O:4][CH:5]1[C:10]([O:13][CH3:14])([O:11][CH3:12])[CH2:9][CH2:8][N:7]([C:15]([O:17][C:18]([CH3:21])([CH3:20])[CH3:19])=[O:16])[CH2:6]1)(=O)[CH3:2].O1CCC[CH2:23]1.N1C=CC=CC=1.[OH-].[Na+], predict the reaction product. The product is: [CH:1]([O:4][CH:5]1[C:10]([O:13][CH3:14])([O:11][CH3:12])[CH2:9][CH2:8][N:7]([C:15]([O:17][C:18]([CH3:21])([CH3:20])[CH3:19])=[O:16])[CH2:6]1)([CH3:23])[CH3:2]. (3) Given the reactants Br[CH2:2][C:3]1[C:28]([O:29][CH3:30])=[CH:27][C:6]2[C@@H:7]([C:21]3[CH:26]=[CH:25][CH:24]=[CH:23][CH:22]=3)[N:8]([OH:20])[C@@:9]([CH2:16][CH2:17][CH2:18][CH3:19])([CH2:14][CH3:15])[CH2:10][S:11](=[O:13])(=[O:12])[C:5]=2[CH:4]=1.[P:31]([O:38]CC)([O:35][CH2:36][CH3:37])[O:32][CH2:33][CH3:34], predict the reaction product. The product is: [CH2:16]([C@@:9]1([CH2:14][CH3:15])[N:8]([OH:20])[C@H:7]([C:21]2[CH:26]=[CH:25][CH:24]=[CH:23][CH:22]=2)[C:6]2[CH:27]=[C:28]([O:29][CH3:30])[C:3]([CH2:2][P:31](=[O:38])([O:35][CH2:36][CH3:37])[O:32][CH2:33][CH3:34])=[CH:4][C:5]=2[S:11](=[O:12])(=[O:13])[CH2:10]1)[CH2:17][CH2:18][CH3:19].